Task: Predict which catalyst facilitates the given reaction.. Dataset: Catalyst prediction with 721,799 reactions and 888 catalyst types from USPTO (1) Reactant: [CH2:1]([O:8][C:9]1[CH:18]=[C:17]2[C:12]([C:13]([O:19][C:20]3[C:26]([CH3:27])=[CH:25][C:23]([NH2:24])=[C:22]([CH3:28])[CH:21]=3)=[CH:14][CH:15]=[N:16]2)=[CH:11][C:10]=1[O:29][CH3:30])[C:2]1[CH:7]=[CH:6][CH:5]=[CH:4][CH:3]=1.[CH3:31][O:32][C:33]1[CH:38]=[CH:37][CH:36]=[CH:35][C:34]=1[N:39]=[C:40]=[O:41]. Product: [CH2:1]([O:8][C:9]1[CH:18]=[C:17]2[C:12]([C:13]([O:19][C:20]3[C:26]([CH3:27])=[CH:25][C:23]([NH:24][C:40]([NH:39][C:34]4[CH:35]=[CH:36][CH:37]=[CH:38][C:33]=4[O:32][CH3:31])=[O:41])=[C:22]([CH3:28])[CH:21]=3)=[CH:14][CH:15]=[N:16]2)=[CH:11][C:10]=1[O:29][CH3:30])[C:2]1[CH:3]=[CH:4][CH:5]=[CH:6][CH:7]=1. The catalyst class is: 22. (2) Reactant: Br[C:2]1[CH:10]=[CH:9][CH:8]=[C:7]2[C:3]=1[CH2:4][CH2:5][C:6]2=[O:11].[C:12]1([SH:18])[CH:17]=[CH:16][CH:15]=[CH:14][CH:13]=1.C1(P(C2C=CC=CC=2)C2C3OC4C(=CC=CC=4P(C4C=CC=CC=4)C4C=CC=CC=4)C(C)(C)C=3C=CC=2)C=CC=CC=1.C(N(CC)C(C)C)(C)C. Product: [C:12]1([S:18][C:2]2[CH:10]=[CH:9][CH:8]=[C:7]3[C:3]=2[CH2:4][CH2:5][C:6]3=[O:11])[CH:17]=[CH:16][CH:15]=[CH:14][CH:13]=1. The catalyst class is: 12.